Dataset: Catalyst prediction with 721,799 reactions and 888 catalyst types from USPTO. Task: Predict which catalyst facilitates the given reaction. (1) Reactant: Cl[C:2]1[CH:7]=[C:6]([NH:8][C:9]2[CH:13]=[C:12]([CH:14]3[CH2:16][CH2:15]3)[NH:11][N:10]=2)[C:5]([N+:17]([O-:19])=[O:18])=[CH:4][N:3]=1.[F:20][C:21]1[CH:26]=[CH:25][C:24]([C@@H:27]([NH2:29])[CH3:28])=[CH:23][CH:22]=1.CCN(C(C)C)C(C)C. Product: [CH:14]1([C:12]2[NH:11][N:10]=[C:9]([NH:8][C:6]3[C:5]([N+:17]([O-:19])=[O:18])=[CH:4][N:3]=[C:2]([NH:29][C@H:27]([C:24]4[CH:25]=[CH:26][C:21]([F:20])=[CH:22][CH:23]=4)[CH3:28])[CH:7]=3)[CH:13]=2)[CH2:16][CH2:15]1. The catalyst class is: 114. (2) Reactant: [O:1]1[CH2:6][CH:5]=[C:4]([C:7]2[N:15]=[C:14]([C:16]3[CH:21]=[CH:20][CH:19]=[C:18]([OH:22])[CH:17]=3)[N:13]=[C:12]3[C:8]=2[NH:9][C:10](=O)[NH:11]3)[CH2:3][CH2:2]1.[C:24]([O-:27])([O-])=O.[K+].[K+].[CH2:30](Br)[C:31]1[CH:36]=[CH:35][CH:34]=[CH:33][CH:32]=1. Product: [CH2:10]([N:9]1[C:8]2[C:12](=[N:13][C:14]([C:16]3[CH:21]=[CH:20][CH:19]=[C:18]([OH:22])[CH:17]=3)=[N:15][C:7]=2[C:4]2[CH2:3][CH2:2][O:1][CH2:6][CH:5]=2)[N:11]([CH2:30][C:31]2[CH:36]=[CH:35][CH:34]=[CH:33][CH:32]=2)[C:24]1=[O:27])[C:16]1[CH:21]=[CH:20][CH:19]=[CH:18][CH:17]=1. The catalyst class is: 3. (3) The catalyst class is: 6. Reactant: [O:1]1[CH:5]=[CH:4][C:3]([C:6]2[S:10][C:9]([S:11](Cl)(=[O:13])=[O:12])=[CH:8][CH:7]=2)=[N:2]1.[NH2:15][C:16]1[CH:17]=[C:18]([C:22]2[NH:26][N:25]=[N:24][N:23]=2)[CH:19]=[CH:20][CH:21]=1.C(O)(C(F)(F)F)=O. Product: [O:1]1[CH:5]=[CH:4][C:3]([C:6]2[S:10][C:9]([S:11]([NH:15][C:16]3[CH:21]=[CH:20][CH:19]=[C:18]([C:22]4[NH:26][N:25]=[N:24][N:23]=4)[CH:17]=3)(=[O:13])=[O:12])=[CH:8][CH:7]=2)=[N:2]1. (4) Reactant: [N:1]1([C:8]([O:10][C:11]([CH3:14])([CH3:13])[CH3:12])=[O:9])[CH2:7][CH2:6][CH2:5][NH:4][CH2:3][CH2:2]1.[CH3:15][N:16]([CH2:59][CH:60]=O)[C:17](=[O:58])[C:18]1[CH:57]=[CH:56][CH:55]=[C:20]([C:21]([NH:23][C:24]2[CH:29]=[CH:28][C:27]([N:30]3[CH2:35][CH2:34][CH2:33][CH2:32][CH2:31]3)=[CH:26][C:25]=2[C:36]2[CH:41]=[C:40]([C:42](=[O:54])[NH:43][C@@H:44]3[C:53]4[C:48](=[CH:49][CH:50]=[CH:51][CH:52]=4)[CH2:47][CH2:46][CH2:45]3)[CH:39]=[CH:38][N:37]=2)=[O:22])[CH:19]=1.C(O)(=O)C.[BH3-]C#N.[Na+]. Product: [CH3:15][N:16]([CH2:59][CH2:60][N:4]1[CH2:5][CH2:6][CH2:7][N:1]([C:8]([O:10][C:11]([CH3:14])([CH3:13])[CH3:12])=[O:9])[CH2:2][CH2:3]1)[C:17](=[O:58])[C:18]1[CH:57]=[CH:56][CH:55]=[C:20]([C:21](=[O:22])[NH:23][C:24]2[CH:29]=[CH:28][C:27]([N:30]3[CH2:35][CH2:34][CH2:33][CH2:32][CH2:31]3)=[CH:26][C:25]=2[C:36]2[CH:41]=[C:40]([C:42](=[O:54])[NH:43][C@@H:44]3[C:53]4[C:48](=[CH:49][CH:50]=[CH:51][CH:52]=4)[CH2:47][CH2:46][CH2:45]3)[CH:39]=[CH:38][N:37]=2)[CH:19]=1. The catalyst class is: 8. (5) Reactant: C(OP([CH2:9][C:10]([N:12]1[CH2:33][CH2:32][C:15]2[C:16]3[C:21]([NH:22][C:23]4[CH:28]=[CH:27][C:26]([F:29])=[C:25]([Cl:30])[CH:24]=4)=[N:20][CH:19]=[N:18][C:17]=3[S:31][C:14]=2[CH2:13]1)=[O:11])(=O)OCC)C.[H-].[Na+].[CH:36]([C@@H:38]1[CH2:42][CH2:41][CH2:40][N:39]1[C:43]([O:45][C:46]([CH3:49])([CH3:48])[CH3:47])=[O:44])=O.CO. Product: [Cl:30][C:25]1[CH:24]=[C:23]([NH:22][C:21]2[C:16]3[C:15]4[CH2:32][CH2:33][N:12]([C:10](=[O:11])/[CH:9]=[CH:36]/[C@@H:38]5[CH2:42][CH2:41][CH2:40][N:39]5[C:43]([O:45][C:46]([CH3:47])([CH3:49])[CH3:48])=[O:44])[CH2:13][C:14]=4[S:31][C:17]=3[N:18]=[CH:19][N:20]=2)[CH:28]=[CH:27][C:26]=1[F:29]. The catalyst class is: 1. (6) Reactant: [CH2:1]([O:8][C:9]([N:11]([CH2:23][C:24]([N:26]1[CH2:30][C@@H:29]([F:31])[CH2:28][C@H:27]1[C:32]#[N:33])=[O:25])[C:12]12[CH2:19][CH2:18][C:15]([C:20]([OH:22])=O)([CH2:16][CH2:17]1)[CH2:14][CH2:13]2)=[O:10])[C:2]1[CH:7]=[CH:6][CH:5]=[CH:4][CH:3]=1.O[N:35]1[C:39]2[CH:40]=[CH:41][CH:41]=[CH:40][C:39]=2[N:35]=N1.Cl.CN(C)[CH2:47][CH2:48]CN=C=NCC.C(C(N)CC)C. Product: [CH2:1]([O:8][C:9]([N:11]([CH2:23][C:24]([N:26]1[CH2:30][C@@H:29]([F:31])[CH2:28][C@H:27]1[C:32]#[N:33])=[O:25])[C:12]12[CH2:17][CH2:16][C:15]([C:20]([N:35]([CH2:39][CH2:40][CH3:41])[CH2:47][CH3:48])=[O:22])([CH2:18][CH2:19]1)[CH2:14][CH2:13]2)=[O:10])[C:2]1[CH:3]=[CH:4][CH:5]=[CH:6][CH:7]=1. The catalyst class is: 9. (7) Reactant: [Br:1][C:2]1[CH:7]=[CH:6][C:5]([NH:8][C:9]2[CH:14]=[CH:13][CH:12]=[CH:11][C:10]=2[N+:15]([O-])=O)=[CH:4][CH:3]=1.S(S([O-])=O)([O-])=O.[Na+].[Na+].C(=O)([O-])O.[Na+].[C:31](Cl)(=[O:38])[C:32]1[CH:37]=[CH:36][CH:35]=[CH:34][CH:33]=1. Product: [Br:1][C:2]1[CH:7]=[CH:6][C:5]([NH:8][C:9]2[CH:14]=[CH:13][CH:12]=[CH:11][C:10]=2[NH:15][C:31](=[O:38])[C:32]2[CH:37]=[CH:36][CH:35]=[CH:34][CH:33]=2)=[CH:4][CH:3]=1. The catalyst class is: 253. (8) Reactant: [BH4-].[Na+].[Cl:3][C:4]1[C:12]2[N:11]=[C:10]3[N:13]([C:17]4[CH:22]=[CH:21][C:20]([Cl:23])=[CH:19][C:18]=4[Cl:24])[CH2:14][CH2:15][CH2:16][N:9]3[C:8]=2[C:7]([C:25]([CH3:29])([CH3:28])[CH:26]=[O:27])=[CH:6][CH:5]=1. Product: [Cl:3][C:4]1[C:12]2[N:11]=[C:10]3[N:13]([C:17]4[CH:22]=[CH:21][C:20]([Cl:23])=[CH:19][C:18]=4[Cl:24])[CH2:14][CH2:15][CH2:16][N:9]3[C:8]=2[C:7]([C:25]([CH3:29])([CH3:28])[CH2:26][OH:27])=[CH:6][CH:5]=1. The catalyst class is: 7.